Predict the product of the given reaction. From a dataset of Forward reaction prediction with 1.9M reactions from USPTO patents (1976-2016). (1) Given the reactants C(N(CC)CC)C.Cl.[F:9][C:10]1[CH:11]=[CH:12][C:13]2[N:14]([C:16]([C:19](=[NH:21])[NH2:20])=[CH:17][N:18]=2)[CH:15]=1.[C:22](/[C:24](=[CH:30]/OCC)/[C:25](OCC)=[O:26])#[N:23], predict the reaction product. The product is: [F:9][C:10]1[CH:11]=[CH:12][C:13]2[N:14]([C:16]([C:19]3[N:20]=[C:25]([OH:26])[C:24]([C:22]#[N:23])=[CH:30][N:21]=3)=[CH:17][N:18]=2)[CH:15]=1. (2) Given the reactants FC(F)(F)C(O)=O.[S:8]1[C:14]2[CH:15]=[CH:16][CH:17]=[CH:18][C:13]=2[CH2:12][N:11]([C:19]2[N:28]=[C:27]([NH:29][CH2:30][CH2:31][NH:32]C(=O)OC(C)(C)C)[C:26]3[C:21](=[CH:22][CH:23]=[C:24]([CH3:40])[CH:25]=3)[N:20]=2)[CH2:10][CH2:9]1, predict the reaction product. The product is: [S:8]1[C:14]2[CH:15]=[CH:16][CH:17]=[CH:18][C:13]=2[CH2:12][N:11]([C:19]2[N:28]=[C:27]([NH:29][CH2:30][CH2:31][NH2:32])[C:26]3[C:21](=[CH:22][CH:23]=[C:24]([CH3:40])[CH:25]=3)[N:20]=2)[CH2:10][CH2:9]1. (3) Given the reactants [C:1]([O:9][CH:10]1[CH2:15][CH2:14][CH:13]([C:16]2[N:21]=[C:20]([C:22]3[CH:34]=[CH:33][C:25]([C:26]([O:28]C(C)(C)C)=[O:27])=[C:24]([F:35])[CH:23]=3)[C:19]([N:36](C(OC(C)(C)C)=O)C(OC(C)(C)C)=O)=[N:18][CH:17]=2)[CH2:12][C:11]1([F:52])[F:51])(=[O:8])[C:2]1[CH:7]=[CH:6][CH:5]=[CH:4][CH:3]=1.C(O)(C(F)(F)F)=O, predict the reaction product. The product is: [NH2:36][C:19]1[C:20]([C:22]2[CH:34]=[CH:33][C:25]([C:26]([OH:28])=[O:27])=[C:24]([F:35])[CH:23]=2)=[N:21][C:16]([CH:13]2[CH2:14][CH2:15][CH:10]([O:9][C:1](=[O:8])[C:2]3[CH:7]=[CH:6][CH:5]=[CH:4][CH:3]=3)[C:11]([F:51])([F:52])[CH2:12]2)=[CH:17][N:18]=1.